This data is from Catalyst prediction with 721,799 reactions and 888 catalyst types from USPTO. The task is: Predict which catalyst facilitates the given reaction. (1) Reactant: [ClH:1].C(OC(=O)[NH:8][C@H:9]([C:13]([N:15]1[CH2:20][CH2:19][CH:18]([O:21][C:22]2[CH:27]=[CH:26][C:25]([F:28])=[CH:24][C:23]=2[O:29][CH3:30])[CH2:17][CH2:16]1)=[O:14])[CH:10]([CH3:12])[CH3:11])(C)(C)C. Product: [ClH:1].[F:28][C:25]1[CH:26]=[CH:27][C:22]([O:21][CH:18]2[CH2:17][CH2:16][N:15]([C:13](=[O:14])[C@@H:9]([NH2:8])[CH:10]([CH3:11])[CH3:12])[CH2:20][CH2:19]2)=[C:23]([O:29][CH3:30])[CH:24]=1. The catalyst class is: 8. (2) Reactant: [Cl:1][C:2]1[CH:7]=[CH:6][C:5]([N:8]2[CH2:13][CH2:12][N:11]3[C@@H:14]([C:18]4[CH:23]=[CH:22][C:21]([O:24][CH2:25][CH2:26][CH2:27]Cl)=[C:20]([CH3:29])[C:19]=4[CH3:30])[CH2:15][CH2:16][CH2:17][C@H:10]3[CH2:9]2)=[CH:4][C:3]=1[O:31][CH3:32].[NH:33]1[CH2:38][CH2:37][O:36][CH2:35][CH2:34]1.C([O-])([O-])=O.[K+].[K+]. Product: [Cl:1][C:2]1[CH:7]=[CH:6][C:5]([N:8]2[CH2:13][CH2:12][N:11]3[C@@H:14]([C:18]4[CH:23]=[CH:22][C:21]([O:24][CH2:25][CH2:26][CH2:27][N:33]5[CH2:38][CH2:37][O:36][CH2:35][CH2:34]5)=[C:20]([CH3:29])[C:19]=4[CH3:30])[CH2:15][CH2:16][CH2:17][C@H:10]3[CH2:9]2)=[CH:4][C:3]=1[O:31][CH3:32]. The catalyst class is: 144. (3) Reactant: Br[CH2:2][C:3]([C:5]1[C:10]([CH3:11])=[CH:9][C:8]([O:12][C:13]2[CH:18]=[CH:17][C:16]([O:19][C:20]3[CH:25]=[CH:24][CH:23]=[CH:22][CH:21]=3)=[CH:15][CH:14]=2)=[CH:7][C:6]=1[CH3:26])=O.[NH2:27][C:28]([NH2:30])=[S:29]. Product: [CH3:11][C:10]1[CH:9]=[C:8]([O:12][C:13]2[CH:18]=[CH:17][C:16]([O:19][C:20]3[CH:21]=[CH:22][CH:23]=[CH:24][CH:25]=3)=[CH:15][CH:14]=2)[CH:7]=[C:6]([CH3:26])[C:5]=1[C:3]1[N:27]=[C:28]([NH2:30])[S:29][CH:2]=1. The catalyst class is: 14.